Task: Predict the product of the given reaction.. Dataset: Forward reaction prediction with 1.9M reactions from USPTO patents (1976-2016) (1) The product is: [CH3:16][C@H:3]([CH2:2][N:29]1[CH:24]2[CH2:25][CH2:26][CH:27]1[CH2:28][CH:22]([CH2:17][CH2:18][CH2:19][CH2:20][CH3:21])[CH2:23]2)[CH2:4][N:5]1[C:10]2[CH:11]=[CH:12][CH:13]=[CH:14][C:9]=2[O:8][CH2:7][C:6]1=[O:15]. Given the reactants I[CH2:2][C@@H:3]([CH3:16])[CH2:4][N:5]1[C:10]2[CH:11]=[CH:12][CH:13]=[CH:14][C:9]=2[O:8][CH2:7][C:6]1=[O:15].[CH2:17]([CH:22]1[CH2:28][CH:27]2[NH:29][CH:24]([CH2:25][CH2:26]2)[CH2:23]1)[CH2:18][CH2:19][CH2:20][CH3:21], predict the reaction product. (2) Given the reactants [C:1]([C:4]1[CH:5]=[N:6][C:7]2[C:12]([C:13]=1[NH:14][C@H:15]1[CH2:20][CH2:19][C@H:18]([NH:21]C(=O)OC(C)(C)C)[CH2:17][CH2:16]1)=[CH:11][C:10]([C:29]1[CH:34]=[C:33]([F:35])[C:32]([OH:36])=[C:31]([F:37])[CH:30]=1)=[CH:9][CH:8]=2)(=[O:3])[CH3:2].C(O)(C(F)(F)F)=O, predict the reaction product. The product is: [NH2:21][C@H:18]1[CH2:19][CH2:20][C@H:15]([NH:14][C:13]2[C:12]3[C:7](=[CH:8][CH:9]=[C:10]([C:29]4[CH:30]=[C:31]([F:37])[C:32]([OH:36])=[C:33]([F:35])[CH:34]=4)[CH:11]=3)[N:6]=[CH:5][C:4]=2[C:1](=[O:3])[CH3:2])[CH2:16][CH2:17]1. (3) Given the reactants CC1C=CC2C(=CC=CC=2)C=1C.[CH3:13][C:14]1[C:19]2[CH:20]=[CH:21][CH:22]=[C:23]([CH3:24])[C:18]=2[CH:17]=[CH:16][CH:15]=1, predict the reaction product. The product is: [CH3:24][CH:23]1[C:18]2[CH:17]=[CH:16][CH:15]=[C:14]([CH3:13])[C:19]=2[CH2:20][CH2:21][CH2:22]1.